This data is from Full USPTO retrosynthesis dataset with 1.9M reactions from patents (1976-2016). The task is: Predict the reactants needed to synthesize the given product. Given the product [C:28]([C:25]1[CH:26]=[CH:27][C:22]([CH:19]2[CH2:20][CH2:21][N:16]([C:14]([C:12]3[CH:11]=[CH:10][C:9]([CH3:30])=[C:8]([NH:7][S:4]([CH2:3][CH2:2][NH:1][S:32]([CH3:31])(=[O:34])=[O:33])(=[O:5])=[O:6])[CH:13]=3)=[O:15])[CH2:17][CH2:18]2)=[CH:23][CH:24]=1)#[N:29], predict the reactants needed to synthesize it. The reactants are: [NH2:1][CH2:2][CH2:3][S:4]([NH:7][C:8]1[CH:13]=[C:12]([C:14]([N:16]2[CH2:21][CH2:20][CH:19]([C:22]3[CH:27]=[CH:26][C:25]([C:28]#[N:29])=[CH:24][CH:23]=3)[CH2:18][CH2:17]2)=[O:15])[CH:11]=[CH:10][C:9]=1[CH3:30])(=[O:6])=[O:5].[CH3:31][S:32](Cl)(=[O:34])=[O:33].